The task is: Predict the product of the given reaction.. This data is from Forward reaction prediction with 1.9M reactions from USPTO patents (1976-2016). (1) Given the reactants Cl[C:2]1[C:11]2[C:6](=[CH:7][C:8]([C:12]3[C:13]([CH3:18])=[N:14][O:15][C:16]=3[CH3:17])=[CH:9][CH:10]=2)[N:5]=[CH:4][C:3]=1[C:19]([NH2:21])=[O:20].[NH2:22][C:23]1[CH:24]=[C:25]([CH:29]=[C:30]([OH:32])[CH:31]=1)[C:26]([OH:28])=[O:27], predict the reaction product. The product is: [NH2:21][C:19]([C:3]1[CH:4]=[N:5][C:6]2[C:11]([C:2]=1[NH:22][C:23]1[CH:24]=[C:25]([CH:29]=[C:30]([OH:32])[CH:31]=1)[C:26]([OH:28])=[O:27])=[CH:10][CH:9]=[C:8]([C:12]1[C:13]([CH3:18])=[N:14][O:15][C:16]=1[CH3:17])[CH:7]=2)=[O:20]. (2) Given the reactants [CH3:1][C:2]1[C:3]([C:7]([O:9][CH2:10][CH3:11])=[O:8])=[N:4][NH:5][CH:6]=1.I[C:13]1[CH:18]=[CH:17][C:16]([C:19]([F:22])([F:21])[F:20])=[CH:15][CH:14]=1.N1CCC[C@H]1C(O)=O.C(=O)([O-])[O-].[K+].[K+], predict the reaction product. The product is: [CH3:1][C:2]1[C:3]([C:7]([O:9][CH2:10][CH3:11])=[O:8])=[N:4][N:5]([C:13]2[CH:18]=[CH:17][C:16]([C:19]([F:22])([F:21])[F:20])=[CH:15][CH:14]=2)[CH:6]=1. (3) Given the reactants [OH:1][CH2:2][CH2:3][C:4]1[C:9](=[O:10])[N:8]2[N:11]=[C:12]([CH3:23])[C:13]([C:14]3[C:19]([CH3:20])=[CH:18][C:17]([CH3:21])=[CH:16][C:15]=3[CH3:22])=[C:7]2[NH:6][C:5]=1[CH3:24].S([O-])([O-])(=O)=S.[Na+].[Na+], predict the reaction product. The product is: [C:15]1([CH3:22])[CH:16]=[C:17]([CH3:21])[CH:18]=[C:19]([CH3:20])[C:14]=1[C:13]1[C:12]([CH3:23])=[N:11][N:8]2[C:9](=[O:10])[C:4]([CH2:3][CH:2]=[O:1])=[C:5]([CH3:24])[NH:6][C:7]=12.